This data is from Reaction yield outcomes from USPTO patents with 853,638 reactions. The task is: Predict the reaction yield, written as a fraction of the theoretical maximum amount of product (1.0 means a 100% yield; for example, 0.34 means a 34% yield). (1) The reactants are [BrH:1].[CH2:2]([O:4][C:5](=[O:20])[CH:6]([C:18]#[N:19])[CH:7]1[CH2:16][CH2:15][C:14]2[CH:13]=[N:12][CH:11]=[CH:10][C:9]=2[C:8]1=O)[CH3:3]. The catalyst is C(O)(=O)C.C(OCC)C. The product is [BrH:1].[CH2:2]([O:4][C:5]([C:6]1[C:7]2[CH2:16][CH2:15][C:14]3[CH:13]=[N:12][CH:11]=[CH:10][C:9]=3[C:8]=2[NH:19][C:18]=1[Br:1])=[O:20])[CH3:3]. The yield is 0.890. (2) The reactants are [CH2:1]([O:5][C:6]1[C:15]2[C:10](=[CH:11][CH:12]=[C:13]([C:16]3[S:17][C:18]([C:22]([O:24][CH2:25][CH3:26])=[O:23])=[C:19]([CH3:21])[N:20]=3)[CH:14]=2)[C:9](=[O:27])[N:8]([CH2:28][CH:29]([CH3:31])[CH3:30])[C:7]=1[CH2:32][NH:33][C:34]([O:36]CC1C2C=CC=CC=2C2C1=CC=CC=2)=[O:35])[CH2:2][CH2:3][CH3:4].N1CCCC1.O.C(OC(O[C:60]([CH3:63])([CH3:62])[CH3:61])=O)(O[C:60]([CH3:63])([CH3:62])[CH3:61])=O. The catalyst is CN(C)C=O.O1CCCC1. The product is [CH2:1]([O:5][C:6]1[C:15]2[C:10](=[CH:11][CH:12]=[C:13]([C:16]3[S:17][C:18]([C:22]([O:24][CH2:25][CH3:26])=[O:23])=[C:19]([CH3:21])[N:20]=3)[CH:14]=2)[C:9](=[O:27])[N:8]([CH2:28][CH:29]([CH3:30])[CH3:31])[C:7]=1[CH2:32][NH:33][C:34]([O:36][C:60]([CH3:63])([CH3:62])[CH3:61])=[O:35])[CH2:2][CH2:3][CH3:4]. The yield is 0.804. (3) The reactants are Cl.Cl.Cl.[NH2:4][C@H:5]1[CH2:10][CH2:9][C@H:8]([CH2:11][CH2:12][N:13]2[CH2:18][CH2:17][N:16]([C:19]3[C:24]([Cl:25])=[C:23]([Cl:26])[N:22]=[C:21]([NH:27][CH3:28])[N:20]=3)[CH2:15][CH2:14]2)[CH2:7][CH2:6]1.C(N(CC)CC)C.[O-:36][C:37]#[N:38].[K+]. The catalyst is CO. The product is [Cl:25][C:24]1[C:19]([N:16]2[CH2:15][CH2:14][N:13]([CH2:12][CH2:11][C@H:8]3[CH2:9][CH2:10][C@H:5]([NH:4][C:37]([NH2:38])=[O:36])[CH2:6][CH2:7]3)[CH2:18][CH2:17]2)=[N:20][C:21]([NH:27][CH3:28])=[N:22][C:23]=1[Cl:26]. The yield is 0.750.